This data is from Full USPTO retrosynthesis dataset with 1.9M reactions from patents (1976-2016). The task is: Predict the reactants needed to synthesize the given product. Given the product [Cl:1][C:2]1[CH:7]=[CH:6][CH:5]=[C:4]([CH3:8])[C:3]=1[NH:9][C:10]([C:12]1[S:16][C:15]([NH:17][C:18]2[N:23]=[C:22]([CH3:24])[N:21]=[C:20]([N:25]3[CH2:30][CH2:29][N:28]([CH2:31][C:32]([OH:34])=[O:33])[CH2:27][CH2:26]3)[CH:19]=2)=[N:14][CH:13]=1)=[O:11], predict the reactants needed to synthesize it. The reactants are: [Cl:1][C:2]1[CH:7]=[CH:6][CH:5]=[C:4]([CH3:8])[C:3]=1[NH:9][C:10]([C:12]1[S:16][C:15]([NH:17][C:18]2[N:23]=[C:22]([CH3:24])[N:21]=[C:20]([N:25]3[CH2:30][CH2:29][N:28]([CH2:31][C:32]([O:34]CC)=[O:33])[CH2:27][CH2:26]3)[CH:19]=2)=[N:14][CH:13]=1)=[O:11].[OH-].[Na+].O.